Dataset: TCR-epitope binding with 47,182 pairs between 192 epitopes and 23,139 TCRs. Task: Binary Classification. Given a T-cell receptor sequence (or CDR3 region) and an epitope sequence, predict whether binding occurs between them. (1) The epitope is LLWNGPMAV. The TCR CDR3 sequence is CASSLKLNTEAFF. Result: 1 (the TCR binds to the epitope). (2) The epitope is PROT_97E67BCC. The TCR CDR3 sequence is CASSWGPHPEAGQPQHF. Result: 0 (the TCR does not bind to the epitope). (3) The epitope is TFYLTNDVSFL. The TCR CDR3 sequence is CSAPLYNEQFF. Result: 1 (the TCR binds to the epitope). (4) The epitope is AYAQKIFKI. The TCR CDR3 sequence is CASSMGLAGGLFGEQFF. Result: 1 (the TCR binds to the epitope). (5) The epitope is VVYRGTTTY. The TCR CDR3 sequence is CASSLKGLPPYNEQFF. Result: 0 (the TCR does not bind to the epitope). (6) The epitope is GTSGSPIVNR. The TCR CDR3 sequence is CASSLGAGGGSYEQYF. Result: 1 (the TCR binds to the epitope). (7) The TCR CDR3 sequence is CATSDNNVWFSEQFF. Result: 1 (the TCR binds to the epitope). The epitope is RLRAEAQVK. (8) The epitope is ELAGIGILTV. The TCR CDR3 sequence is CSVKGTNTEAFF. Result: 0 (the TCR does not bind to the epitope). (9) The epitope is IQYIDIGNY. The TCR CDR3 sequence is CASSLAFYETQYF. Result: 1 (the TCR binds to the epitope).